This data is from NCI-60 drug combinations with 297,098 pairs across 59 cell lines. The task is: Regression. Given two drug SMILES strings and cell line genomic features, predict the synergy score measuring deviation from expected non-interaction effect. (1) Synergy scores: CSS=40.3, Synergy_ZIP=-6.94, Synergy_Bliss=-5.54, Synergy_Loewe=-13.1, Synergy_HSA=-5.23. Drug 2: COCCOC1=C(C=C2C(=C1)C(=NC=N2)NC3=CC=CC(=C3)C#C)OCCOC.Cl. Cell line: RPMI-8226. Drug 1: CC1=C(C(CCC1)(C)C)C=CC(=CC=CC(=CC(=O)O)C)C. (2) Drug 1: COC1=C(C=C2C(=C1)N=CN=C2NC3=CC(=C(C=C3)F)Cl)OCCCN4CCOCC4. Drug 2: CC1C(C(=O)NC(C(=O)N2CCCC2C(=O)N(CC(=O)N(C(C(=O)O1)C(C)C)C)C)C(C)C)NC(=O)C3=C4C(=C(C=C3)C)OC5=C(C(=O)C(=C(C5=N4)C(=O)NC6C(OC(=O)C(N(C(=O)CN(C(=O)C7CCCN7C(=O)C(NC6=O)C(C)C)C)C)C(C)C)C)N)C. Cell line: SK-OV-3. Synergy scores: CSS=39.6, Synergy_ZIP=1.98, Synergy_Bliss=1.97, Synergy_Loewe=1.01, Synergy_HSA=1.06. (3) Drug 1: CC1C(C(=O)NC(C(=O)N2CCCC2C(=O)N(CC(=O)N(C(C(=O)O1)C(C)C)C)C)C(C)C)NC(=O)C3=C4C(=C(C=C3)C)OC5=C(C(=O)C(=C(C5=N4)C(=O)NC6C(OC(=O)C(N(C(=O)CN(C(=O)C7CCCN7C(=O)C(NC6=O)C(C)C)C)C)C(C)C)C)N)C. Drug 2: CCC1(CC2CC(C3=C(CCN(C2)C1)C4=CC=CC=C4N3)(C5=C(C=C6C(=C5)C78CCN9C7C(C=CC9)(C(C(C8N6C=O)(C(=O)OC)O)OC(=O)C)CC)OC)C(=O)OC)O.OS(=O)(=O)O. Cell line: HS 578T. Synergy scores: CSS=35.0, Synergy_ZIP=-8.77, Synergy_Bliss=-4.21, Synergy_Loewe=-6.09, Synergy_HSA=-6.28. (4) Drug 1: CC1=C2C(C(=O)C3(C(CC4C(C3C(C(C2(C)C)(CC1OC(=O)C(C(C5=CC=CC=C5)NC(=O)OC(C)(C)C)O)O)OC(=O)C6=CC=CC=C6)(CO4)OC(=O)C)OC)C)OC. Drug 2: CC1=C(C=C(C=C1)NC(=O)C2=CC=C(C=C2)CN3CCN(CC3)C)NC4=NC=CC(=N4)C5=CN=CC=C5. Cell line: OVCAR-4. Synergy scores: CSS=34.6, Synergy_ZIP=2.98, Synergy_Bliss=1.96, Synergy_Loewe=-42.9, Synergy_HSA=2.05. (5) Drug 1: CC1=CC2C(CCC3(C2CCC3(C(=O)C)OC(=O)C)C)C4(C1=CC(=O)CC4)C. Drug 2: C1CN(P(=O)(OC1)NCCCl)CCCl. Cell line: HCT116. Synergy scores: CSS=-3.15, Synergy_ZIP=-1.16, Synergy_Bliss=-5.25, Synergy_Loewe=-6.02, Synergy_HSA=-5.17.